From a dataset of Forward reaction prediction with 1.9M reactions from USPTO patents (1976-2016). Predict the product of the given reaction. (1) Given the reactants [CH:1]([C:3]1[CH:4]=[CH:5][C:6]([N+:26]([O-])=O)=[C:7]([NH:9][CH:10]2[CH2:15][CH2:14][N:13]([C@H:16]3[CH2:21][CH2:20][C@H:19]([O:22][CH2:23][CH2:24][CH3:25])[CH2:18][CH2:17]3)[CH2:12][CH2:11]2)[CH:8]=1)=[CH2:2].C([O-])=O.[NH4+], predict the reaction product. The product is: [CH2:1]([C:3]1[CH:8]=[C:7]([NH:9][CH:10]2[CH2:15][CH2:14][N:13]([C@H:16]3[CH2:21][CH2:20][C@H:19]([O:22][CH2:23][CH2:24][CH3:25])[CH2:18][CH2:17]3)[CH2:12][CH2:11]2)[C:6]([NH2:26])=[CH:5][CH:4]=1)[CH3:2]. (2) Given the reactants [CH3:1][C:2]1[O:3][C:4]([CH3:10])=[C:5]([C:7]([OH:9])=O)[N:6]=1.C1C=CC2N(O)N=NC=2C=1.Cl.Cl.C[O:24][C:25](=[O:76])[C@@H:26]([NH:43][C:44]([C@@H:46]1[CH2:55][C:54]2[CH:53]=[C:52]3[O:56][CH2:57][C@H:58]([C:60]4[CH:65]=[CH:64][CH:63]=[C:62]([O:66][CH2:67][C:68]5[CH:73]=[CH:72][C:71]([Cl:74])=[C:70]([Cl:75])[CH:69]=5)[CH:61]=4)[O:59][C:51]3=[CH:50][C:49]=2[CH2:48][NH:47]1)=[O:45])[CH2:27][C:28]1[CH:33]=[CH:32][C:31]([O:34][C:35]2[CH:40]=[CH:39][N:38]=[C:37]([CH3:41])[C:36]=2[CH3:42])=[CH:30][CH:29]=1.CCN(C(C)C)C(C)C, predict the reaction product. The product is: [Cl:75][C:70]1[CH:69]=[C:68]([CH:73]=[CH:72][C:71]=1[Cl:74])[CH2:67][O:66][C:62]1[CH:61]=[C:60]([C@H:58]2[CH2:57][O:56][C:52]3=[CH:53][C:54]4[CH2:55][C@@H:46]([C:44]([NH:43][C@@H:26]([CH2:27][C:28]5[CH:29]=[CH:30][C:31]([O:34][C:35]6[CH:40]=[CH:39][N:38]=[C:37]([CH3:41])[C:36]=6[CH3:42])=[CH:32][CH:33]=5)[C:25]([OH:76])=[O:24])=[O:45])[N:47]([C:7]([C:5]5[N:6]=[C:2]([CH3:1])[O:3][C:4]=5[CH3:10])=[O:9])[CH2:48][C:49]=4[CH:50]=[C:51]3[O:59]2)[CH:65]=[CH:64][CH:63]=1. (3) The product is: [CH2:2]([O:4][C:5](=[O:8])[CH2:6][NH:7][CH:20]=[O:21])[CH3:3]. Given the reactants Cl.[CH2:2]([O:4][C:5](=[O:8])[CH2:6][NH2:7])[CH3:3].C1(C)C(S(O)(=O)=O)=CC=CC=1.[CH:20](OCC)=[O:21], predict the reaction product. (4) The product is: [F:27][C:2]([F:1])([F:26])[C:3]1[CH:4]=[CH:5][C:6]([O:9][C:10]2[CH:11]=[CH:12][C:13]([O:16][C:17]([N:19]3[CH2:20][CH2:21][CH:22]([O:25][C:42]4[CH:41]=[CH:40][C:39]([N:36]5[CH2:35][CH2:34][N:33]([CH:28]6[CH2:32][CH2:31][CH2:30][CH2:29]6)[CH2:38][CH2:37]5)=[CH:44][CH:43]=4)[CH2:23][CH2:24]3)=[O:18])=[CH:14][CH:15]=2)=[N:7][CH:8]=1. Given the reactants [F:1][C:2]([F:27])([F:26])[C:3]1[CH:4]=[CH:5][C:6]([O:9][C:10]2[CH:15]=[CH:14][C:13]([O:16][C:17]([N:19]3[CH2:24][CH2:23][CH:22]([OH:25])[CH2:21][CH2:20]3)=[O:18])=[CH:12][CH:11]=2)=[N:7][CH:8]=1.[CH:28]1([N:33]2[CH2:38][CH2:37][N:36]([C:39]3[CH:44]=[CH:43][C:42](O)=[CH:41][CH:40]=3)[CH2:35][CH2:34]2)[CH2:32][CH2:31][CH2:30][CH2:29]1, predict the reaction product. (5) Given the reactants Cl[C:2]1[C:3]2[C:10]([Cl:11])=[CH:9][S:8][C:4]=2[N:5]=[CH:6][N:7]=1.[CH:12]([C:15]1[CH:20]=[CH:19][C:18]([CH:21]([NH2:23])[CH3:22])=[CH:17][CH:16]=1)([CH3:14])[CH3:13].C(N(CC)CC)C, predict the reaction product. The product is: [Cl:11][C:10]1[C:3]2[C:2]([NH:23][CH:21]([C:18]3[CH:19]=[CH:20][C:15]([CH:12]([CH3:14])[CH3:13])=[CH:16][CH:17]=3)[CH3:22])=[N:7][CH:6]=[N:5][C:4]=2[S:8][CH:9]=1. (6) Given the reactants [NH2:1][C:2]1[CH:7]=[CH:6][CH:5]=[CH:4][C:3]=1[CH2:8][N:9]1[C@H:14]([CH:15]([CH2:18][CH3:19])[CH2:16][CH3:17])[C:13](=[O:20])[NH:12][C@H:11]([CH:21]2[CH2:29][C:28]3[C:23](=[CH:24][CH:25]=[CH:26][CH:27]=3)[CH2:22]2)[C:10]1=[O:30].C(N(CC)CC)C.[S:38](Cl)([CH3:41])(=[O:40])=[O:39], predict the reaction product. The product is: [CH2:22]1[C:23]2[C:28](=[CH:27][CH:26]=[CH:25][CH:24]=2)[CH2:29][CH:21]1[C@H:11]1[NH:12][C:13](=[O:20])[C@@H:14]([CH:15]([CH2:16][CH3:17])[CH2:18][CH3:19])[N:9]([CH2:8][C:3]2[CH:4]=[CH:5][CH:6]=[CH:7][C:2]=2[NH:1][S:38]([CH3:41])(=[O:40])=[O:39])[C:10]1=[O:30]. (7) Given the reactants Br[C:2]1[C:3]([NH:16][CH:17]2[CH2:22][CH2:21][N:20]([CH2:23][C:24]3[CH:29]=[CH:28][CH:27]=[CH:26][CH:25]=3)[CH2:19][CH2:18]2)=[N:4][C:5]([NH:8][CH2:9][C:10]2[CH:15]=[CH:14][N:13]=[CH:12][CH:11]=2)=[N:6][CH:7]=1.[Cl:30][C:31]1[CH:36]=[CH:35][C:34](B(O)O)=[CH:33][CH:32]=1.C(N1CCC(NC2C(C3C=CSC=3)=CN=C(NCC3C=CC=CN=3)N=2)CC1)C1C=CC=CC=1, predict the reaction product. The product is: [Cl:30][C:31]1[CH:36]=[CH:35][C:34]([C:2]2[C:3]([NH:16][CH:17]3[CH2:22][CH2:21][N:20]([CH2:23][C:24]4[CH:29]=[CH:28][CH:27]=[CH:26][CH:25]=4)[CH2:19][CH2:18]3)=[N:4][C:5]([NH:8][CH2:9][C:10]3[CH:15]=[CH:14][N:13]=[CH:12][CH:11]=3)=[N:6][CH:7]=2)=[CH:33][CH:32]=1. (8) Given the reactants [F:1][C:2]1[CH:7]=[CH:6][C:5]([NH:8][C:9]2[N:14]3[N:15]=[CH:16][C:17]([C:18](O)=[O:19])=[C:13]3[N:12]=[CH:11][C:10]=2[C:21]([N:23]2[CH2:28][CH2:27][CH:26]([C:29]3[CH:34]=[CH:33][CH:32]=[CH:31][CH:30]=3)[CH2:25][CH2:24]2)=[O:22])=[C:4]([CH3:35])[CH:3]=1.[CH2:36]([S:38]([NH2:41])(=[O:40])=[O:39])[CH3:37], predict the reaction product. The product is: [F:1][C:2]1[CH:7]=[CH:6][C:5]([NH:8][C:9]2[N:14]3[N:15]=[CH:16][C:17]([C:18]([NH:41][S:38]([CH2:36][CH3:37])(=[O:40])=[O:39])=[O:19])=[C:13]3[N:12]=[CH:11][C:10]=2[C:21]([N:23]2[CH2:24][CH2:25][CH:26]([C:29]3[CH:30]=[CH:31][CH:32]=[CH:33][CH:34]=3)[CH2:27][CH2:28]2)=[O:22])=[C:4]([CH3:35])[CH:3]=1. (9) Given the reactants Cl[C:2]1[CH:7]=[CH:6][C:5]([N+:8]([O-:10])=[O:9])=[CH:4][C:3]=1[NH:11][CH:12]1[CH2:17][CH2:16][N:15]([C:18]([O:20][C:21]([CH3:24])([CH3:23])[CH3:22])=[O:19])[CH2:14][CH2:13]1.C(=O)([O-])[O-].[K+].[K+].[SH:31][CH2:32][CH2:33][OH:34], predict the reaction product. The product is: [OH:34][CH2:33][CH2:32][S:31][C:2]1[CH:7]=[CH:6][C:5]([N+:8]([O-:10])=[O:9])=[CH:4][C:3]=1[NH:11][CH:12]1[CH2:17][CH2:16][N:15]([C:18]([O:20][C:21]([CH3:24])([CH3:23])[CH3:22])=[O:19])[CH2:14][CH2:13]1.